This data is from Full USPTO retrosynthesis dataset with 1.9M reactions from patents (1976-2016). The task is: Predict the reactants needed to synthesize the given product. (1) Given the product [CH2:1]([O:8][C:9]1[C:13]([CH2:14][OH:15])=[CH:12][N:11]([C:19]2[CH:24]=[CH:23][CH:22]=[CH:21][CH:20]=2)[N:10]=1)[C:2]1[CH:3]=[CH:4][CH:5]=[CH:6][CH:7]=1, predict the reactants needed to synthesize it. The reactants are: [CH2:1]([O:8][C:9]1[C:13]([C:14](OCC)=[O:15])=[CH:12][N:11]([C:19]2[CH:24]=[CH:23][CH:22]=[CH:21][CH:20]=2)[N:10]=1)[C:2]1[CH:7]=[CH:6][CH:5]=[CH:4][CH:3]=1.[H-].[Li+].[Al+3].[H-].[H-].[H-].O.O.O.O.O.O.O.O.O.O.[O-]S([O-])(=O)=O.[Na+].[Na+]. (2) Given the product [CH2:1]([O:3][C:4]1[CH:5]=[C:6]([C:13](=[O:21])[CH2:14][CH2:15][C:16]([NH:40][C:32]2[CH:31]=[C:30]([C:24]3[CH:29]=[CH:28][CH:27]=[CH:26][CH:25]=3)[C:39]3[C:34](=[CH:35][CH:36]=[CH:37][CH:38]=3)[N:33]=2)=[O:18])[CH:7]=[CH:8][C:9]=1[O:10][CH2:11][CH3:12])[CH3:2], predict the reactants needed to synthesize it. The reactants are: [CH2:1]([O:3][C:4]1[CH:5]=[C:6]([C:13]([O:21]C)(OC)[CH2:14][CH2:15][C:16]([O-:18])=O)[CH:7]=[CH:8][C:9]=1[O:10][CH2:11][CH3:12])[CH3:2].[K+].[C:24]1([C:30]2[C:39]3[C:34](=[CH:35][CH:36]=[CH:37][CH:38]=3)[N:33]=[C:32]([NH2:40])[CH:31]=2)[CH:29]=[CH:28][CH:27]=[CH:26][CH:25]=1.CCN=C=NCCCN(C)C.C1C=CC2N(O)N=NC=2C=1. (3) The reactants are: [CH3:1][N:2]([CH3:12])[C:3]1[N:8]=[CH:7][C:6](B(O)O)=[CH:5][CH:4]=1.Cl[C:14]1[N:23]=[C:22]([O:24][CH2:25][C@@H:26]2[CH2:31][CH2:30][CH2:29][N:28](C(OC(C)(C)C)=O)[CH2:27]2)[C:17]2=[N:18][CH:19]=[CH:20][N:21]=[C:16]2[CH:15]=1.C(=O)([O-])[O-].[Na+].[Na+].COCCOC. Given the product [CH3:1][N:2]([CH3:12])[C:3]1[CH:4]=[CH:5][C:6]([C:14]2[N:23]=[C:22]([O:24][CH2:25][C@@H:26]3[CH2:31][CH2:30][CH2:29][NH:28][CH2:27]3)[C:17]3=[N:18][CH:19]=[CH:20][N:21]=[C:16]3[CH:15]=2)=[CH:7][N:8]=1, predict the reactants needed to synthesize it.